This data is from Peptide-MHC class I binding affinity with 185,985 pairs from IEDB/IMGT. The task is: Regression. Given a peptide amino acid sequence and an MHC pseudo amino acid sequence, predict their binding affinity value. This is MHC class I binding data. (1) The peptide sequence is VEIWTKEGER. The MHC is HLA-B40:01 with pseudo-sequence HLA-B40:01. The binding affinity (normalized) is 0.222. (2) The peptide sequence is FLYIIKLVFL. The MHC is HLA-A68:02 with pseudo-sequence HLA-A68:02. The binding affinity (normalized) is 0.0592. (3) The peptide sequence is DVCGMFTNR. The MHC is HLA-A02:01 with pseudo-sequence HLA-A02:01. The binding affinity (normalized) is 0. (4) The peptide sequence is RPQLWRYRW. The MHC is HLA-B57:01 with pseudo-sequence HLA-B57:01. The binding affinity (normalized) is 0.460. (5) The peptide sequence is EIKAEMQLKI. The MHC is HLA-A02:01 with pseudo-sequence HLA-A02:01. The binding affinity (normalized) is 0.0552.